This data is from Forward reaction prediction with 1.9M reactions from USPTO patents (1976-2016). The task is: Predict the product of the given reaction. (1) Given the reactants [CH2:1]([O:3][C:4]([C:6]1[NH:10][C:9]2[CH:11]=[CH:12][S:13][C:8]=2[CH:7]=1)=[O:5])[CH3:2].[N+:14]([C:17]1[CH:22]=[CH:21][C:20](O)=[C:19](I)[CH:18]=1)([O-:16])=[O:15].C([O-])(=O)C.[Na+].Cl, predict the reaction product. The product is: [CH2:1]([O:3][C:4]([C:6]1[NH:10][C:9]2[CH:11]=[C:12]([C:20]3[CH:21]=[CH:22][C:17]([N+:14]([O-:16])=[O:15])=[CH:18][CH:19]=3)[S:13][C:8]=2[CH:7]=1)=[O:5])[CH3:2]. (2) Given the reactants [F:1][C:2]1[CH:10]=[C:9]2[C:5]([C:6]([C:20]3[CH:21]=[CH:22][C:23]([NH:26][CH2:27][CH2:28]CN)=[N:24][CH:25]=3)=[CH:7][N:8]2[S:11]([C:14]2[CH:19]=[CH:18][CH:17]=[CH:16][CH:15]=2)(=[O:13])=[O:12])=[CH:4][CH:3]=1.ClC1[N:37]=[CH:36][C:35](C2C3C(=CC(F)=CC=3)N(S(C3C=CC=CC=3)(=O)=O)C=2)=CC=1.N1CCNCC1, predict the reaction product. The product is: [F:1][C:2]1[CH:10]=[C:9]2[C:5]([C:6]([C:20]3[CH:25]=[N:24][C:23]([N:26]4[CH2:27][CH2:28][NH:37][CH2:36][CH2:35]4)=[CH:22][CH:21]=3)=[CH:7][N:8]2[S:11]([C:14]2[CH:19]=[CH:18][CH:17]=[CH:16][CH:15]=2)(=[O:12])=[O:13])=[CH:4][CH:3]=1.